This data is from Reaction yield outcomes from USPTO patents with 853,638 reactions. The task is: Predict the reaction yield, written as a fraction of the theoretical maximum amount of product (1.0 means a 100% yield; for example, 0.34 means a 34% yield). (1) The product is [CH2:24]([N:31]1[CH2:15][CH:14]([CH3:17])[N:4]2[C:5](=[O:13])[C:6]3[CH:7]=[CH:8][CH:9]=[CH:10][C:11]=3[CH2:12][CH:3]2[CH2:2]1)[C:25]1[CH:30]=[CH:29][CH:28]=[CH:27][CH:26]=1. The yield is 0.520. The catalyst is COCCOCCOC.CCOC(C)=O.O. The reactants are Cl[CH2:2][CH:3]1[CH2:12][C:11]2[C:6](=[CH:7][CH:8]=[CH:9][CH:10]=2)[C:5](=[O:13])[N:4]1[CH:14]([CH3:17])[CH2:15]Cl.C([O-])([O-])=O.[K+].[K+].[CH2:24]([NH2:31])[C:25]1[CH:30]=[CH:29][CH:28]=[CH:27][CH:26]=1.CCOCC. (2) The reactants are [Si:1]([O:8][CH2:9][C@@H:10]1[C@@H:14]([OH:15])[CH2:13][C@H:12]([NH:16][C:17](=[O:23])[O:18][C:19]([CH3:22])([CH3:21])[CH3:20])[CH2:11]1)([C:4]([CH3:7])([CH3:6])[CH3:5])([CH3:3])[CH3:2].N1C=CN=C1.[CH:29]([Si:32]([CH:37]([CH3:39])[CH3:38])([CH:34]([CH3:36])[CH3:35])Cl)([CH3:31])[CH3:30]. The catalyst is CN(C=O)C. The product is [Si:1]([O:8][CH2:9][C@@H:10]1[C@@H:14]([O:15][Si:32]([CH:37]([CH3:39])[CH3:38])([CH:34]([CH3:36])[CH3:35])[CH:29]([CH3:31])[CH3:30])[CH2:13][C@H:12]([NH:16][C:17](=[O:23])[O:18][C:19]([CH3:22])([CH3:21])[CH3:20])[CH2:11]1)([C:4]([CH3:7])([CH3:6])[CH3:5])([CH3:3])[CH3:2]. The yield is 0.930. (3) The reactants are [Cl:1][C:2]1[C:3]([C:9]2[C:10]([C:18]3[CH:23]=[CH:22][C:21]([Cl:24])=[C:20]([O:25][CH2:26][CH2:27][CH2:28][N:29]([CH3:31])[CH3:30])[CH:19]=3)=[N:11][C:12]([C:15]([O-:17])=[O:16])=[CH:13][CH:14]=2)=[N:4][CH:5]=[C:6]([Cl:8])[CH:7]=1.[OH-].[K+].Cl.C(Cl)Cl.CO. The catalyst is CCO.O. The product is [Cl:1][C:2]1[C:3]([C:9]2[C:10]([C:18]3[CH:23]=[CH:22][C:21]([Cl:24])=[C:20]([O:25][CH2:26][CH2:27][CH2:28][N:29]([CH3:30])[CH3:31])[CH:19]=3)=[N:11][C:12]([C:15]([OH:17])=[O:16])=[CH:13][CH:14]=2)=[N:4][CH:5]=[C:6]([Cl:8])[CH:7]=1. The yield is 0.950. (4) The reactants are [CH3:1][C@@:2]1([CH2:14][OH:15])[O:7][C:6]2=[N:8][C:9]([N+:11]([O-:13])=[O:12])=[CH:10][N:5]2[CH2:4][CH2:3]1.[Br:16][C:17]1[CH:24]=[CH:23][C:20]([CH2:21]Br)=[CH:19][CH:18]=1.[H-].[Na+]. No catalyst specified. The product is [Br:16][C:17]1[CH:24]=[CH:23][C:20]([CH2:21][O:15][CH2:14][C@:2]2([CH3:1])[O:7][C:6]3=[N:8][C:9]([N+:11]([O-:13])=[O:12])=[CH:10][N:5]3[CH2:4][CH2:3]2)=[CH:19][CH:18]=1. The yield is 0.570. (5) The reactants are [CH:1]1([NH:6][C:7]2[N:12]=[C:11]([C:13]3[N:17]4[CH:18]=[CH:19][CH:20]=[C:21]([N:22]5[CH2:27][CH2:26][O:25][CH2:24][CH2:23]5)[C:16]4=[N:15][C:14]=3[C:28]3[CH:35]=[CH:34][C:31]([C:32]#[N:33])=[CH:30][CH:29]=3)[CH:10]=[CH:9][N:8]=2)[CH2:5][CH2:4][CH2:3][CH2:2]1.[OH-:36].[NH4+].OO. The catalyst is CO.O1CCCC1. The product is [CH:1]1([NH:6][C:7]2[N:12]=[C:11]([C:13]3[N:17]4[CH:18]=[CH:19][CH:20]=[C:21]([N:22]5[CH2:27][CH2:26][O:25][CH2:24][CH2:23]5)[C:16]4=[N:15][C:14]=3[C:28]3[CH:29]=[CH:30][C:31]([C:32]([NH2:33])=[O:36])=[CH:34][CH:35]=3)[CH:10]=[CH:9][N:8]=2)[CH2:2][CH2:3][CH2:4][CH2:5]1. The yield is 0.990. (6) The reactants are [F:1][C:2]1[CH:7]=[CH:6][C:5]([C:8]2[C:17]3[C:12](=[CH:13][C:14]([CH2:18][N:19]4[CH:23]=[C:22]([CH:24]=[O:25])[CH:21]=[N:20]4)=[CH:15][CH:16]=3)[N:11]=[C:10]([C:26]([NH2:28])=[O:27])[CH:9]=2)=[CH:4][CH:3]=1.[CH:29]1([Mg]Br)[CH2:31][CH2:30]1. The catalyst is C1COCC1. The yield is 0.624. The product is [CH:29]1([CH:24]([OH:25])[C:22]2[CH:21]=[N:20][N:19]([CH2:18][C:14]3[CH:13]=[C:12]4[C:17]([C:8]([C:5]5[CH:6]=[CH:7][C:2]([F:1])=[CH:3][CH:4]=5)=[CH:9][C:10]([C:26]([NH2:28])=[O:27])=[N:11]4)=[CH:16][CH:15]=3)[CH:23]=2)[CH2:31][CH2:30]1. (7) The reactants are CCCCCC.C([Li])CCC.C([O:19][C:20]1[CH:25]=[CH:24][CH:23]=[CH:22][C:21]=1Br)C1C=CC=CC=1.[F:27][C:28]1[CH:35]=[CH:34][C:31]([CH:32]=O)=[CH:30][CH:29]=1.[Cl-].[NH4+].Cl. The catalyst is C1COCC1.CO.[OH-].[Pd+2].[OH-]. The product is [F:27][C:28]1[CH:35]=[CH:34][C:31]([CH2:32][C:21]2[CH:22]=[CH:23][CH:24]=[CH:25][C:20]=2[OH:19])=[CH:30][CH:29]=1. The yield is 0.770.